Dataset: Catalyst prediction with 721,799 reactions and 888 catalyst types from USPTO. Task: Predict which catalyst facilitates the given reaction. (1) Reactant: [C:1]([C:5]1[CH:11]=[CH:10][C:9]([N+:12]([O-:14])=[O:13])=[CH:8][C:6]=1N)([CH3:4])([CH3:3])[CH3:2].Cl.N([O-])=O.[Na+].[H+].[F:21][P-](F)(F)(F)(F)F. Product: [C:1]([C:5]1[CH:11]=[CH:10][C:9]([N+:12]([O-:14])=[O:13])=[CH:8][C:6]=1[F:21])([CH3:4])([CH3:3])[CH3:2]. The catalyst class is: 6. (2) Reactant: C(=O)([O-])[O-].[K+].[K+].[Cl:7][C:8]1[N:9]=[CH:10][C:11]2[C:16]([CH:17]=1)=[CH:15][C:14]([C:18]#[C:19][Si](C)(C)C)=[CH:13][CH:12]=2.C(OCC)(=O)C. Product: [Cl:7][C:8]1[N:9]=[CH:10][C:11]2[C:16]([CH:17]=1)=[CH:15][C:14]([C:18]#[CH:19])=[CH:13][CH:12]=2. The catalyst class is: 5. (3) Reactant: [CH3:1][O:2][C:3](=[O:38])[NH:4][C@H:5]([C:9]([N:11]1[C@H:15]([C:16]2[NH:17][CH:18]=[C:19]([C:21]3[CH:26]=[CH:25][C:24](B4OC(C)(C)C(C)(C)O4)=[CH:23][CH:22]=3)[N:20]=2)[CH2:14][Si:13]([CH3:37])([CH3:36])[CH2:12]1)=[O:10])[CH:6]([CH3:8])[CH3:7].[C:39]([O:43][C:44]([N:46]1[CH2:51][CH2:50][N:49]([C:52]2[CH:57]=[CH:56][C:55]([C:58](=[O:73])[NH:59][C:60]3[CH:65]=[C:64]([O:66][C:67]([F:70])([F:69])[F:68])[C:63](Br)=[CH:62][C:61]=3[Cl:72])=[CH:54][N:53]=2)[C@H:48]([CH3:74])[CH2:47]1)=[O:45])([CH3:42])([CH3:41])[CH3:40].O.C(=O)([O-])[O-].[K+].[K+]. Product: [C:39]([O:43][C:44]([N:46]1[CH2:51][CH2:50][N:49]([C:52]2[CH:57]=[CH:56][C:55]([C:58](=[O:73])[NH:59][C:60]3[C:61]([Cl:72])=[CH:62][C:63]([C:24]4[CH:23]=[CH:22][C:21]([C:19]5[N:20]=[C:16]([C@H:15]6[N:11]([C:9](=[O:10])[C@@H:5]([NH:4][C:3]([O:2][CH3:1])=[O:38])[CH:6]([CH3:7])[CH3:8])[CH2:12][Si:13]([CH3:37])([CH3:36])[CH2:14]6)[NH:17][CH:18]=5)=[CH:26][CH:25]=4)=[C:64]([O:66][C:67]([F:70])([F:69])[F:68])[CH:65]=3)=[CH:54][N:53]=2)[C@H:48]([CH3:74])[CH2:47]1)=[O:45])([CH3:42])([CH3:40])[CH3:41]. The catalyst class is: 11. (4) Reactant: [ClH:1].[CH2:2]1[C:11]2[C:6](=[CH:7][CH:8]=[CH:9][CH:10]=2)[CH2:5][CH:4]([C:12]([OH:14])=[O:13])[NH:3]1.[OH-].[Na+].[C:17](Cl)(=[O:19])[CH3:18]. Product: [Cl:1][C:5]1[CH:6]=[CH:7][C:18]([C:17]([N:3]2[CH:4]([C:12]([OH:14])=[O:13])[CH2:5][C:6]3[C:11](=[CH:10][CH:9]=[CH:8][CH:7]=3)[CH2:2]2)=[O:19])=[CH:12][CH:4]=1. The catalyst class is: 21. (5) Reactant: C1(P(C2CCCCC2)[C:8]2[CH:13]=[CH:12][CH:11]=[CH:10][C:9]=2[C:14]2[CH:19]=[CH:18][CH:17]=[CH:16][CH:15]=2)CCCCC1.[CH:26](C1C=CC(B(O)O)=CC=1)=[O:27].Br[C:38]1[CH:43]=[CH:42][C:41]([O:44][CH2:45][CH2:46][CH2:47][CH2:48][CH2:49][CH2:50][CH2:51][CH3:52])=[C:40]([Cl:53])[CH:39]=1.[F-].[K+]. Product: [Cl:53][C:40]1[CH:39]=[C:38]([C:17]2[CH:16]=[CH:15][C:14]([C:9]3[C:8]([CH:26]=[O:27])=[CH:13][CH:12]=[CH:11][CH:10]=3)=[CH:19][CH:18]=2)[CH:43]=[CH:42][C:41]=1[O:44][CH2:45][CH2:46][CH2:47][CH2:48][CH2:49][CH2:50][CH2:51][CH3:52]. The catalyst class is: 160. (6) Reactant: [NH2:1][C:2]1[C:3]([Cl:13])=[C:4]([CH:9]=[C:10]([Br:12])[CH:11]=1)[C:5]([O:7][CH3:8])=[O:6].[C:14]1(=O)[CH2:18][CH2:17][CH2:16][CH2:15]1.C(O)(=O)C.C([BH3-])#N.[Na+]. Product: [Br:12][C:10]1[CH:11]=[C:2]([NH:1][CH:14]2[CH2:18][CH2:17][CH2:16][CH2:15]2)[C:3]([Cl:13])=[C:4]([CH:9]=1)[C:5]([O:7][CH3:8])=[O:6]. The catalyst class is: 5. (7) Reactant: [Cl:1][C:2]1[CH:3]=[C:4]([CH:7]=[C:8]([O:10][C:11]2[C:19]3[N:18]=[N:17][NH:16][C:15]=3[CH:14]=[CH:13][C:12]=2[Cl:20])[CH:9]=1)[C:5]#[N:6].C(=O)([O-])[O-].[Cs+].[Cs+].Br[CH2:28][C:29]([C:31]1[CH:32]=[N:33][CH:34]=[CH:35][CH:36]=1)=[O:30]. Product: [Cl:1][C:2]1[CH:3]=[C:4]([CH:7]=[C:8]([O:10][C:11]2[C:19]3[N:18]=[N:17][N:16]([CH2:28][C:29](=[O:30])[C:31]4[CH:32]=[N:33][CH:34]=[CH:35][CH:36]=4)[C:15]=3[CH:14]=[CH:13][C:12]=2[Cl:20])[CH:9]=1)[C:5]#[N:6]. The catalyst class is: 18. (8) Reactant: [O:1]1[C:10]2[C:5](=[CH:6][CH:7]=[CH:8][CH:9]=2)[C:4](=O)[CH2:3][CH2:2]1.Cl.[NH2:13][OH:14].CC([O-])=O.[Na+]. Product: [O:1]1[C:10]2[C:5](=[CH:6][CH:7]=[CH:8][CH:9]=2)[C:4](=[N:13][OH:14])[CH2:3][CH2:2]1. The catalyst class is: 88.